This data is from Peptide-MHC class I binding affinity with 185,985 pairs from IEDB/IMGT. The task is: Regression. Given a peptide amino acid sequence and an MHC pseudo amino acid sequence, predict their binding affinity value. This is MHC class I binding data. The peptide sequence is IEVKDTKEAL. The MHC is HLA-A02:01 with pseudo-sequence HLA-A02:01. The binding affinity (normalized) is 0.397.